From a dataset of Forward reaction prediction with 1.9M reactions from USPTO patents (1976-2016). Predict the product of the given reaction. (1) Given the reactants [OH:1][C:2]1[CH:3]=[C:4]([C:12]([O:14][CH3:15])=[O:13])[CH:5]=[C:6]([CH:11]=1)[C:7]([O:9][CH3:10])=[O:8].[N:16]([CH2:19][CH2:20][CH2:21][CH2:22][CH2:23][CH2:24]OS(C1C=CC(C)=CC=1)(=O)=O)=[N+:17]=[N-:18].C([O-])([O-])=O.[K+].[K+].O, predict the reaction product. The product is: [CH3:10][O:9][C:7](=[O:8])[C:6]1[CH:11]=[C:2]([O:1][CH2:24][CH2:23][CH2:22][CH2:21][CH2:20][CH2:19][N:16]=[N+:17]=[N-:18])[CH:3]=[C:4]([C:12]([O:14][CH3:15])=[O:13])[CH:5]=1. (2) The product is: [F:1][C:2]1[C:3]([C:8]2([CH2:12][NH:13][C:14]3[N:19]=[N:18][C:17]([C:20]4[O:24][N:23]=[C:22]([C:25]([NH2:35])=[O:26])[CH:21]=4)=[CH:16][CH:15]=3)[CH2:11][CH2:10][CH2:9]2)=[N:4][CH:5]=[CH:6][CH:7]=1. Given the reactants [F:1][C:2]1[C:3]([C:8]2([CH2:12][NH:13][C:14]3[N:19]=[N:18][C:17]([C:20]4[O:24][N:23]=[C:22]([C:25](OCC)=[O:26])[CH:21]=4)=[CH:16][CH:15]=3)[CH2:11][CH2:10][CH2:9]2)=[N:4][CH:5]=[CH:6][CH:7]=1.[Li+].[OH-].[NH4+].[Cl-].C[N:35](C(ON1N=NC2C=CC=CC1=2)=[N+](C)C)C.F[P-](F)(F)(F)(F)F.CCN(C(C)C)C(C)C, predict the reaction product. (3) Given the reactants [Br:1][C:2]1[C:10]2[C:9](Cl)=[N:8][CH:7]=[N:6][C:5]=2[N:4]([C@H:12]2[CH2:15][C@@H:14]([CH2:16][N:17]3[CH2:22][CH2:21][S:20](=[O:24])(=[O:23])[CH2:19][CH2:18]3)[CH2:13]2)[CH:3]=1.[OH-].[NH4+:26], predict the reaction product. The product is: [Br:1][C:2]1[C:10]2[C:9]([NH2:26])=[N:8][CH:7]=[N:6][C:5]=2[N:4]([C@H:12]2[CH2:15][C@@H:14]([CH2:16][N:17]3[CH2:22][CH2:21][S:20](=[O:24])(=[O:23])[CH2:19][CH2:18]3)[CH2:13]2)[CH:3]=1.